Dataset: Full USPTO retrosynthesis dataset with 1.9M reactions from patents (1976-2016). Task: Predict the reactants needed to synthesize the given product. (1) Given the product [NH2:1][C:2]1[C:10]([F:11])=[CH:9][C:5]([C:6]([N:31]2[CH2:32][CH2:33][N:28]([CH2:27][C:24]3[CH:25]=[CH:26][C:21]([C:15]([OH:20])([C:16]([F:17])([F:18])[F:19])[C:14]([F:35])([F:13])[F:34])=[CH:22][CH:23]=3)[CH2:29][CH2:30]2)=[O:8])=[C:4]([Br:12])[CH:3]=1, predict the reactants needed to synthesize it. The reactants are: [NH2:1][C:2]1[C:10]([F:11])=[CH:9][C:5]([C:6]([OH:8])=O)=[C:4]([Br:12])[CH:3]=1.[F:13][C:14]([F:35])([F:34])[C:15]([C:21]1[CH:26]=[CH:25][C:24]([CH2:27][N:28]2[CH2:33][CH2:32][NH:31][CH2:30][CH2:29]2)=[CH:23][CH:22]=1)([OH:20])[C:16]([F:19])([F:18])[F:17].C(N(CC)CC)C.CCCP1(OP(CCC)(=O)OP(CCC)(=O)O1)=O. (2) The reactants are: [CH2:1]([O:3][C:4]1[C:27]([O:28][CH3:29])=[CH:26][C:7]2[C:8]([C:17]3[CH:25]=[CH:24][C:20]([C:21](Cl)=[O:22])=[CH:19][CH:18]=3)=[N:9][C@H:10]3[C@@H:15]([C:6]=2[CH:5]=1)[CH2:14][N:13]([CH3:16])[CH2:12][CH2:11]3)[CH3:2].Cl.[CH:31]([NH:34][C@H:35]([CH3:49])[CH2:36][O:37][C:38](=[O:48])[C:39]1[CH:44]=[CH:43][C:42]([N+:45]([O-:47])=[O:46])=[CH:41][CH:40]=1)([CH3:33])[CH3:32]. Given the product [CH2:1]([O:3][C:4]1[C:27]([O:28][CH3:29])=[CH:26][C:7]2[C:8]([C:17]3[CH:25]=[CH:24][C:20]([C:21]([N:34]([CH:31]([CH3:33])[CH3:32])[C@H:35]([CH3:49])[CH2:36][O:37][C:38](=[O:48])[C:39]4[CH:40]=[CH:41][C:42]([N+:45]([O-:47])=[O:46])=[CH:43][CH:44]=4)=[O:22])=[CH:19][CH:18]=3)=[N:9][C@H:10]3[C@@H:15]([C:6]=2[CH:5]=1)[CH2:14][N:13]([CH3:16])[CH2:12][CH2:11]3)[CH3:2], predict the reactants needed to synthesize it.